Predict which catalyst facilitates the given reaction. From a dataset of Catalyst prediction with 721,799 reactions and 888 catalyst types from USPTO. (1) Reactant: [C:1]([O:5][C:6]([N:8]1[CH2:13][C@@H:12]([C:14](=[O:37])[NH:15][CH2:16][C:17]2([CH2:31][CH2:32][CH2:33][CH2:34][O:35][CH3:36])[C:30]3[CH:29]=[CH:28][CH:27]=[CH:26][C:25]=3[O:24][C:23]3[C:18]2=[CH:19][CH:20]=[CH:21][CH:22]=3)[CH2:11][C@@H:10]([C:38]([OH:40])=O)[CH2:9]1)=[O:7])([CH3:4])([CH3:3])[CH3:2].[CH:41]1([NH:44][CH2:45][CH2:46][CH:47]([CH3:49])[CH3:48])[CH2:43][CH2:42]1. Product: [C:1]([O:5][C:6]([N:8]1[CH2:13][C@@H:12]([C:14](=[O:37])[NH:15][CH2:16][C:17]2([CH2:31][CH2:32][CH2:33][CH2:34][O:35][CH3:36])[C:18]3[CH:19]=[CH:20][CH:21]=[CH:22][C:23]=3[O:24][C:25]3[C:30]2=[CH:29][CH:28]=[CH:27][CH:26]=3)[CH2:11][C@@H:10]([C:38](=[O:40])[N:44]([CH:41]2[CH2:43][CH2:42]2)[CH2:45][CH2:46][CH:47]([CH3:49])[CH3:48])[CH2:9]1)=[O:7])([CH3:2])([CH3:4])[CH3:3]. The catalyst class is: 66. (2) Reactant: [Br:1][C:2]1[CH:3]=[CH:4][C:5](O)=[C:6]([C:8]2[CH:17]=[CH:16][C:15]3[C:10](=[CH:11][CH:12]=[C:13]([C:18]4[N:22]([CH:23]5[CH2:28][CH2:27][CH2:26][CH2:25][CH2:24]5)[C:21]5[CH:29]=[CH:30][C:31]([C:33](O)=[O:34])=[CH:32][C:20]=5[N:19]=4)[CH:14]=3)[N:9]=2)[CH:7]=1.C(C1C=CC([NH:46]C(=O)C)=C(Br)C=1)(=O)C.[OH-:51].[K+]. Product: [NH2:46][C:3]1[CH:4]=[CH:5][C:6]([C:8]2[CH:17]=[CH:16][C:15]3[C:10](=[CH:11][CH:12]=[C:13]([C:18]4[N:22]([CH:23]5[CH2:28][CH2:27][CH2:26][CH2:25][CH2:24]5)[C:21]5[CH:29]=[CH:30][C:31]([C:33]([OH:34])=[O:51])=[CH:32][C:20]=5[N:19]=4)[CH:14]=3)[N:9]=2)=[CH:7][C:2]=1[Br:1]. The catalyst class is: 8. (3) Reactant: [F:1][C:2]1[CH:14]=[CH:13][C:12]2[C:11]3[C:6](=[CH:7][C:8]([F:15])=[CH:9][CH:10]=3)[NH:5][C:4]=2[CH:3]=1.[OH-].[K+].[CH2:18]([CH:20]1[O:22][CH2:21]1)Br. Product: [F:1][C:2]1[CH:14]=[CH:13][C:12]2[C:11]3[C:6](=[CH:7][C:8]([F:15])=[CH:9][CH:10]=3)[N:5]([CH2:18][CH:20]3[CH2:21][O:22]3)[C:4]=2[CH:3]=1. The catalyst class is: 9. (4) Reactant: C(OC([NH:8][C:9]1[C:17]2[C:12](=[CH:13][CH:14]=[CH:15][CH:16]=2)[C:11]([C:26]2[CH:27]=[CH:28][C:29]([O:40]S(C(F)(F)F)(=O)=O)=[C:30]([C:32]3[CH:37]=[CH:36][CH:35]=[C:34]([O:38][CH3:39])[CH:33]=3)[CH:31]=2)([C:18]2[CH:23]=[CH:22][C:21]([O:24][CH3:25])=[CH:20][CH:19]=2)[N:10]=1)=O)(C)(C)C.[F:48][C:49]([F:54])([F:53])[C:50]([OH:52])=[O:51]. Product: [F:48][C:49]([F:54])([F:53])[C:50]([OH:52])=[O:51].[NH2:8][C:9]1[C:17]2[C:12](=[CH:13][CH:14]=[CH:15][CH:16]=2)[C:11]([C:26]2[CH:31]=[C:30]([C:32]3[CH:37]=[CH:36][CH:35]=[C:34]([O:38][CH3:39])[CH:33]=3)[C:29]([OH:40])=[CH:28][CH:27]=2)([C:18]2[CH:19]=[CH:20][C:21]([O:24][CH3:25])=[CH:22][CH:23]=2)[N:10]=1. The catalyst class is: 4. (5) Reactant: C([N:8]1[CH2:27][CH2:26][C:11]2[N:12]=[CH:13][N:14]=[C:15]([NH:16][C@@H:17]([C:19]3[CH:24]=[CH:23][C:22]([Cl:25])=[CH:21][CH:20]=3)[CH3:18])[C:10]=2[CH2:9]1)C1C=CC=CC=1.ClC(OC(Cl)C)=O.C(N(CC)C(C)C)(C)C. Product: [Cl:25][C:22]1[CH:23]=[CH:24][C:19]([C@H:17]([NH:16][C:15]2[C:10]3[CH2:9][NH:8][CH2:27][CH2:26][C:11]=3[N:12]=[CH:13][N:14]=2)[CH3:18])=[CH:20][CH:21]=1. The catalyst class is: 26. (6) Reactant: [H-].[Na+].[CH2:3]([OH:7])[CH2:4][C:5]#[CH:6].Cl[C:9]1[CH:14]=[C:13]([O:15][CH2:16][C:17]#[CH:18])[N:12]=[CH:11][N:10]=1.[Cl-].[NH4+]. Product: [CH2:3]([O:7][C:9]1[CH:14]=[C:13]([O:15][CH2:16][C:17]#[CH:18])[N:12]=[CH:11][N:10]=1)[CH2:4][C:5]#[CH:6]. The catalyst class is: 7. (7) Reactant: [CH3:1][O:2][C:3](=[O:14])[C:4]1[CH:9]=[CH:8][C:7]([CH2:10][CH2:11][CH2:12][OH:13])=[CH:6][CH:5]=1.C(N(CC)CC)C.[CH3:22][S:23](Cl)(=[O:25])=[O:24]. Product: [CH3:1][O:2][C:3](=[O:14])[C:4]1[CH:9]=[CH:8][C:7]([CH2:10][CH2:11][CH2:12][O:13][S:23]([CH3:22])(=[O:25])=[O:24])=[CH:6][CH:5]=1. The catalyst class is: 4. (8) Reactant: [OH:1][C:2]1[CH:10]=[CH:9][C:5]([C:6]([OH:8])=O)=[CH:4][C:3]=1[N+:11]([O-:13])=[O:12].CCN(C(C)C)C(C)C.CN(C(ON1N=NC2C=CC=NC1=2)=[N+](C)C)C.F[P-](F)(F)(F)(F)F.Cl.[F:48][C:49]1[C:50]([C@H:55]([C:57]2[CH:62]=[CH:61][C:60]([C:63]([F:66])([F:65])[F:64])=[CH:59][CH:58]=2)[NH2:56])=[N:51][CH:52]=[CH:53][CH:54]=1.Cl.FC(F)(F)C1C=CC([C@@H](C2C(C(F)(F)F)=CC=CN=2)N)=CC=1. Product: [F:48][C:49]1[C:50]([C@H:55]([C:57]2[CH:62]=[CH:61][C:60]([C:63]([F:65])([F:66])[F:64])=[CH:59][CH:58]=2)[NH:56][C:6](=[O:8])[C:5]2[CH:9]=[CH:10][C:2]([OH:1])=[C:3]([N+:11]([O-:13])=[O:12])[CH:4]=2)=[N:51][CH:52]=[CH:53][CH:54]=1. The catalyst class is: 136.